Dataset: Reaction yield outcomes from USPTO patents with 853,638 reactions. Task: Predict the reaction yield, written as a fraction of the theoretical maximum amount of product (1.0 means a 100% yield; for example, 0.34 means a 34% yield). (1) The reactants are [S:1](=[O:38])(=[O:37])([O:3][CH2:4][C@@H:5]1[CH2:9][C@@H:8]([O:10][C:11]2[CH:16]=[C:15]([NH:17][C@@H:18]3[C:26]4[C:21](=[CH:22][CH:23]=[CH:24][CH:25]=4)[CH2:20][C@@H:19]3[O:27][CH3:28])[N:14]=[CH:13][N:12]=2)[CH2:7][C@@H:6]1[O:29][Si](C(C)(C)C)(C)C)[NH2:2].F.N1C=CC=CC=1. The catalyst is N1C=CC=CC=1.C1COCC1. The product is [S:1](=[O:38])(=[O:37])([O:3][CH2:4][C@@H:5]1[CH2:9][C@@H:8]([O:10][C:11]2[CH:16]=[C:15]([NH:17][C@@H:18]3[C:26]4[C:21](=[CH:22][CH:23]=[CH:24][CH:25]=4)[CH2:20][C@@H:19]3[O:27][CH3:28])[N:14]=[CH:13][N:12]=2)[CH2:7][C@@H:6]1[OH:29])[NH2:2]. The yield is 0.520. (2) The catalyst is C(O)C.O. The product is [OH:3][CH2:4][CH2:5][O:6][NH:7][C:8]([C:10]1[C:25]([NH:26][C:27]2[CH:32]=[CH:31][C:30]([Br:33])=[CH:29][C:28]=2[Cl:34])=[C:24]([F:35])[C:13]2[N:14]=[CH:15][N:16]([CH2:17][CH:18]3[CH2:23][CH2:22][CH2:21][CH2:20][O:19]3)[C:12]=2[CH:11]=1)=[O:9]. The reactants are C([O:3][CH2:4][CH2:5][O:6][NH:7][C:8]([C:10]1[C:25]([NH:26][C:27]2[CH:32]=[CH:31][C:30]([Br:33])=[CH:29][C:28]=2[Cl:34])=[C:24]([F:35])[C:13]2[N:14]=[CH:15][N:16]([CH2:17][CH:18]3[CH2:23][CH2:22][CH2:21][CH2:20][O:19]3)[C:12]=2[CH:11]=1)=[O:9])=C.Cl.[OH-].[Na+]. The yield is 0.910. (3) The product is [CH2:19]([CH2:18][C:17]([NH2:16])=[O:12])[CH2:20][C:26]([NH2:24])=[O:27]. The yield is 0.520. No catalyst specified. The reactants are CCN=C=NCCCN(C)C.[OH2:12].ON1[C:18]2[CH:19]=[CH:20]C=C[C:17]=2[N:16]=N1.C[N:24]([CH:26]=[O:27])C. (4) The reactants are [CH3:1][C:2]([C:7]1[CH:12]=[CH:11][C:10]([N+:13]([O-:15])=[O:14])=[CH:9][CH:8]=1)([CH3:6])[C:3]([OH:5])=[O:4].[CH3:16][Si](C=[N+]=[N-])(C)C.N#N. The catalyst is CO.C1C=CC=CC=1. The product is [CH3:16][O:4][C:3](=[O:5])[C:2]([CH3:1])([C:7]1[CH:12]=[CH:11][C:10]([N+:13]([O-:15])=[O:14])=[CH:9][CH:8]=1)[CH3:6]. The yield is 0.880. (5) The reactants are [CH2:1]([O:8][C@H:9]1[CH2:13][N:12]([CH:14]2[CH2:19][CH2:18][N:17]([C:20]([O:22][C:23]([CH3:26])([CH3:25])[CH3:24])=[O:21])[CH2:16][CH2:15]2)[C:11](=[O:27])[C@@H:10]1[OH:28])[C:2]1[CH:7]=[CH:6][CH:5]=[CH:4][CH:3]=1.C(N(CC)CC)C.[CH3:36][S:37](Cl)(=[O:39])=[O:38]. The catalyst is C1COCC1. The product is [CH2:1]([O:8][C@H:9]1[CH2:13][N:12]([CH:14]2[CH2:19][CH2:18][N:17]([C:20]([O:22][C:23]([CH3:24])([CH3:25])[CH3:26])=[O:21])[CH2:16][CH2:15]2)[C:11](=[O:27])[C@@H:10]1[O:28][S:37]([CH3:36])(=[O:39])=[O:38])[C:2]1[CH:3]=[CH:4][CH:5]=[CH:6][CH:7]=1. The yield is 0.989.